Dataset: Blood-brain barrier permeability regression values from the B3DB database. Task: Regression/Classification. Given a drug SMILES string, predict its absorption, distribution, metabolism, or excretion properties. Task type varies by dataset: regression for continuous measurements (e.g., permeability, clearance, half-life) or binary classification for categorical outcomes (e.g., BBB penetration, CYP inhibition). For this dataset (b3db_regression), we predict Y. (1) The molecule is CN1C(=O)N2C=NC(=C2N=N1)C(=O)N. The Y is -0.470 log(BB ratio). (2) The drug is C1=CC=C(C=C1)C2=NC(=C(N2)C3=CC=NC=C3)C4=CC(=C(C=C4)Cl)O. The Y is -1.00 log(BB ratio). (3) The Y is -0.0100 log(BB ratio). The molecule is CCCN1CN(C2(C1=O)CCN(CC2)CCCC(=O)C3=CC=C(C=C3)F)C4=CC=C(C=C4)Br. (4) The compound is C1C[C@H](CNC1)C2=NC3=CC=CC=C3N2CC4=CC=C(C=C4)F. The Y is 0.390 log(BB ratio). (5) The molecule is C1CN(CCC1NC2=CC(=O)OC3=C2C=C(C=C3)Cl)CC4=CC5=C(C=C4)OCC5. The Y is -0.140 log(BB ratio). (6) The Y is -1.23 log(BB ratio). The molecule is CN/C(=C\[N+](=O)[O-])/NCCSCC1=CC=C(O1)CN(C)C. (7) The compound is C1CN(CCC12C(=O)NCN2C3=CC=CC=C3)CCCC(=O)C4=CC=C(C=C4)F. The Y is 0.260 log(BB ratio).